This data is from Forward reaction prediction with 1.9M reactions from USPTO patents (1976-2016). The task is: Predict the product of the given reaction. (1) Given the reactants [C:1]([C:5]1[N:10]=[CH:9][C:8]([C:11]2[N:12]([C:32]([N:34]3[CH2:39][CH2:38][CH:37]([CH2:40][C:41]([OH:43])=O)[CH2:36][CH2:35]3)=[O:33])[C@@:13]([C:25]3[CH:30]=[CH:29][C:28]([Cl:31])=[CH:27][CH:26]=3)([CH3:24])[C@@:14]([C:17]3[CH:22]=[CH:21][C:20]([Cl:23])=[CH:19][CH:18]=3)([CH3:16])[N:15]=2)=[C:7]([O:44][CH2:45][CH3:46])[CH:6]=1)([CH3:4])([CH3:3])[CH3:2].[CH:47]([NH:50][CH2:51][CH2:52][O:53][CH3:54])([CH3:49])[CH3:48], predict the reaction product. The product is: [C:1]([C:5]1[N:10]=[CH:9][C:8]([C:11]2[N:12]([C:32]([N:34]3[CH2:35][CH2:36][CH:37]([CH2:40][C:41]([N:50]([CH:47]([CH3:49])[CH3:48])[CH2:51][CH2:52][O:53][CH3:54])=[O:43])[CH2:38][CH2:39]3)=[O:33])[C@@:13]([C:25]3[CH:30]=[CH:29][C:28]([Cl:31])=[CH:27][CH:26]=3)([CH3:24])[C@@:14]([C:17]3[CH:22]=[CH:21][C:20]([Cl:23])=[CH:19][CH:18]=3)([CH3:16])[N:15]=2)=[C:7]([O:44][CH2:45][CH3:46])[CH:6]=1)([CH3:2])([CH3:3])[CH3:4]. (2) The product is: [CH:25]1([N:15]2[C:16]3[C:12](=[C:11]([OH:10])[CH:19]=[C:18]([C:20]([O:22][CH2:23][CH3:24])=[O:21])[CH:17]=3)[CH:13]=[CH:14]2)[CH2:26][CH2:27]1. Given the reactants C([O-])([O-])=O.[K+].[K+].C([O:10][C:11]1[CH:19]=[C:18]([C:20]([O:22][CH2:23][CH3:24])=[O:21])[CH:17]=[C:16]2[C:12]=1[CH:13]=[CH:14][N:15]2[CH:25]1[CH2:27][CH2:26]1)(=O)C, predict the reaction product. (3) Given the reactants [CH3:1][O:2][C:3]1[CH:4]=[C:5]([CH:8]=[CH:9][C:10]=1[N+:11]([O-])=O)[CH2:6][OH:7].[CH3:14][C:15]1[CH:20]=[CH:19][CH:18]=[CH:17][C:16]=1[N:21]=[C:22]=[O:23], predict the reaction product. The product is: [CH3:14][C:15]1[CH:20]=[CH:19][CH:18]=[CH:17][C:16]=1[NH:21][C:22](=[O:23])[NH:11][C:10]1[CH:9]=[CH:8][C:5]([CH2:6][OH:7])=[CH:4][C:3]=1[O:2][CH3:1].